This data is from Reaction yield outcomes from USPTO patents with 853,638 reactions. The task is: Predict the reaction yield, written as a fraction of the theoretical maximum amount of product (1.0 means a 100% yield; for example, 0.34 means a 34% yield). (1) The product is [OH:38][CH2:37][CH2:36][CH2:35][CH2:34][C:33]#[C:32][CH2:31][O:30][C:27]1[CH:28]=[CH:29][C:24]([S:21]([N:17]2[CH2:18][CH2:19][S:20][C:15]([CH3:52])([CH3:14])[C@@H:16]2[C:45]([O:47][C:48]([CH3:51])([CH3:50])[CH3:49])=[O:46])(=[O:23])=[O:22])=[CH:25][CH:26]=1. The yield is 0.840. The reactants are O1CCCCC1OC1CCCCO1.[CH3:14][C:15]1([CH3:52])[S:20][CH2:19][CH2:18][N:17]([S:21]([C:24]2[CH:29]=[CH:28][C:27]([O:30][CH2:31][C:32]#[C:33][CH2:34][CH2:35][CH2:36][CH2:37][O:38]C3CCCCO3)=[CH:26][CH:25]=2)(=[O:23])=[O:22])[C@H:16]1[C:45]([O:47][C:48]([CH3:51])([CH3:50])[CH3:49])=[O:46]. No catalyst specified. (2) The reactants are Cl.[Br:2][C:3]1[CH:16]=[CH:15][C:6]([O:7][CH2:8][CH:9]2[CH2:14][CH2:13][NH:12][CH2:11][CH2:10]2)=[CH:5][CH:4]=1.[CH3:17][CH:18]1[CH2:20][O:19]1.C([O-])([O-])=O.[K+].[K+].O. The catalyst is CCO. The product is [Br:2][C:3]1[CH:4]=[CH:5][C:6]([O:7][CH2:8][CH:9]2[CH2:10][CH2:11][N:12]([CH2:17][CH:18]([OH:19])[CH3:20])[CH2:13][CH2:14]2)=[CH:15][CH:16]=1. The yield is 0.880.